From a dataset of Forward reaction prediction with 1.9M reactions from USPTO patents (1976-2016). Predict the product of the given reaction. (1) Given the reactants Br[C:2]1[CH:7]=[CH:6][C:5]([F:8])=[CH:4][CH:3]=1.C([Li])CCC.[CH2:14]([N:21]1[CH:26]2[CH2:27][CH2:28][CH:22]1[CH2:23][C:24](=[O:29])[CH2:25]2)[C:15]1[CH:20]=[CH:19][CH:18]=[CH:17][CH:16]=1.[OH-].[Na+], predict the reaction product. The product is: [CH2:14]([N:21]1[CH:22]2[CH2:28][CH2:27][CH:26]1[CH2:25][C:24]([C:2]1[CH:7]=[CH:6][C:5]([F:8])=[CH:4][CH:3]=1)([OH:29])[CH2:23]2)[C:15]1[CH:16]=[CH:17][CH:18]=[CH:19][CH:20]=1. (2) Given the reactants C([C:3]1[O:4][C:5]2[CH:11]=[CH:10][CH:9]=[CH:8][C:6]=2[CH:7]=1)#N.N.[NH:13]1[CH2:18][CH2:17][NH:16][CH2:15][CH2:14]1, predict the reaction product. The product is: [N:13]1([C:3]2[O:4][C:5]3[CH:11]=[CH:10][CH:9]=[CH:8][C:6]=3[CH:7]=2)[CH2:18][CH2:17][NH:16][CH2:15][CH2:14]1. (3) Given the reactants [Cl:1][C:2]1[C:7]2[N:8]([CH2:19][CH:20]([CH3:22])[CH3:21])[C:9]([C:11]3[CH:12]=[N:13][C:14](Cl)=[C:15]([Cl:17])[CH:16]=3)=[N:10][C:6]=2[CH:5]=[CH:4][CH:3]=1.[CH3:23][O:24][C:25]1[CH:30]=[CH:29][C:28]([NH2:31])=[CH:27][CH:26]=1.C1C=CC(P(C2C(C3C(P(C4C=CC=CC=4)C4C=CC=CC=4)=CC=C4C=3C=CC=C4)=C3C(C=CC=C3)=CC=2)C2C=CC=CC=2)=CC=1.C([O-])([O-])=O.[K+].[K+], predict the reaction product. The product is: [Cl:17][C:15]1[C:14]([NH:31][C:28]2[CH:29]=[CH:30][C:25]([O:24][CH3:23])=[CH:26][CH:27]=2)=[N:13][CH:12]=[C:11]([C:9]2[N:8]([CH2:19][CH:20]([CH3:22])[CH3:21])[C:7]3[C:2]([Cl:1])=[CH:3][CH:4]=[CH:5][C:6]=3[N:10]=2)[CH:16]=1. (4) Given the reactants [NH2:1][C:2]1[CH:10]=[CH:9][CH:8]=[C:7]2[C:3]=1[C:4](=[O:20])[N:5]([CH:12]1[CH2:17][CH2:16][C:15](=[O:18])[NH:14][C:13]1=[O:19])[C:6]2=[O:11].[CH2:21]([O:28][CH2:29][C:30](Cl)=[O:31])[C:22]1[CH:27]=[CH:26][CH:25]=[CH:24][CH:23]=1.CO, predict the reaction product. The product is: [CH2:21]([O:28][CH2:29][C:30]([NH:1][C:2]1[CH:10]=[CH:9][CH:8]=[C:7]2[C:3]=1[C:4](=[O:20])[N:5]([CH:12]1[CH2:17][CH2:16][C:15](=[O:18])[NH:14][C:13]1=[O:19])[C:6]2=[O:11])=[O:31])[C:22]1[CH:27]=[CH:26][CH:25]=[CH:24][CH:23]=1. (5) Given the reactants C([O:8][C:9](=[O:22])[CH2:10][N:11]1[C:15]2[CH:16]=[C:17]([CH3:20])[CH:18]=[CH:19][C:14]=2[O:13][C:12]1=[O:21])C1C=CC=CC=1, predict the reaction product. The product is: [CH3:20][C:17]1[CH:18]=[CH:19][C:14]2[O:13][C:12](=[O:21])[N:11]([CH2:10][C:9]([OH:22])=[O:8])[C:15]=2[CH:16]=1. (6) Given the reactants [NH2:1][CH2:2][CH2:3][CH2:4][N:5]([CH3:13])[C:6](=[O:12])[O:7][C:8]([CH3:11])([CH3:10])[CH3:9].[Br:14][C:15]1[C:16](Cl)=[N:17][C:18]([Cl:21])=[N:19][CH:20]=1, predict the reaction product. The product is: [Br:14][C:15]1[C:16]([NH:1][CH2:2][CH2:3][CH2:4][N:5]([CH3:13])[C:6](=[O:12])[O:7][C:8]([CH3:10])([CH3:9])[CH3:11])=[N:17][C:18]([Cl:21])=[N:19][CH:20]=1. (7) Given the reactants [OH:1][CH:2]1[CH2:11][C@@H:10]2[N:5]([C:6](=[O:12])[CH2:7][CH2:8][CH2:9]2)[C@H:4]([C:13]2[CH:18]=[CH:17][CH:16]=[CH:15][CH:14]=2)[CH2:3]1.N1C=CN=C1.[CH3:24][C:25]([Si:28](Cl)([CH3:30])[CH3:29])([CH3:27])[CH3:26].O.C(=O)(O)[O-].[Na+], predict the reaction product. The product is: [Si:28]([O:1][C@H:2]1[CH2:11][C@@H:10]2[N:5]([C:6](=[O:12])[CH2:7][CH2:8][CH2:9]2)[C@H:4]([C:13]2[CH:14]=[CH:15][CH:16]=[CH:17][CH:18]=2)[CH2:3]1)([C:25]([CH3:27])([CH3:26])[CH3:24])([CH3:30])[CH3:29].